From a dataset of Experimentally validated miRNA-target interactions with 360,000+ pairs, plus equal number of negative samples. Binary Classification. Given a miRNA mature sequence and a target amino acid sequence, predict their likelihood of interaction. (1) The miRNA is hsa-miR-365b-5p with sequence AGGGACUUUCAGGGGCAGCUGU. The protein sequence of the target gene is MPKSKRDKKVSLTKTAKKGLELKQNLIEELRKCVDTYKYLFIFSVANMRNSKLKDIRNAWKHSRMFFGKNKVMMVALGRSPSDEYKDNLHQVSKRLRGEVGLLFTNRTKEEVNEWFTKYTEMDYARAGNKAAFTVSLDPGPLEQFPHSMEPQLRQLGLPTALKRGVVTLLSDYEVCKEGDVLTPEQARVLKLFGYEMAEFKVTIKYMWDSQSGRFQQMGDDLPESASESTEESDSEDDD. Result: 1 (interaction). (2) The miRNA is mmu-miR-9-5p with sequence UCUUUGGUUAUCUAGCUGUAUGA. The protein sequence of the target gene is MASRSLGGLSGSRGGGGGGGGKKSLSARNAAVERRNLITVCRFSVKTLIDRSCFETIDDSSPEFNNFAAVLEQILSHRLKGQVTWFGYESPRSFWDYIRVACRKVSQNCICSIENMENVSSSRAKGRAWIRVALMEKHLSEYISTALRDFKTTRRFYEDGAIVLGEEANMLAGMLLGLNAIDFSFCLKGEGLDGTFPAVIDYTPYLKFEQSSDSISSDEEELRTFGSSDSESSTPENVGPPLILDENTWFNKCKRVRQKYQLTLEQKGYLEELLRLRENQLSESVSQNKILLQRIEDSDL.... Result: 1 (interaction).